This data is from hERG Central: cardiac toxicity at 1µM, 10µM, and general inhibition. The task is: Predict hERG channel inhibition at various concentrations. The drug is CCO[C@@H]1OC(C(=O)NCc2ccccc2)=C[C@H](c2cn(C(C)=O)c3ccccc23)[C@H]1CCCO. Results: hERG_inhib (hERG inhibition (general)): blocker.